From a dataset of NCI-60 drug combinations with 297,098 pairs across 59 cell lines. Regression. Given two drug SMILES strings and cell line genomic features, predict the synergy score measuring deviation from expected non-interaction effect. (1) Drug 1: CN(C)N=NC1=C(NC=N1)C(=O)N. Drug 2: CC(C)CN1C=NC2=C1C3=CC=CC=C3N=C2N. Cell line: T-47D. Synergy scores: CSS=-1.42, Synergy_ZIP=-0.0525, Synergy_Bliss=-1.52, Synergy_Loewe=-2.50, Synergy_HSA=-2.86. (2) Drug 1: CC1=C(C=C(C=C1)C(=O)NC2=CC(=CC(=C2)C(F)(F)F)N3C=C(N=C3)C)NC4=NC=CC(=N4)C5=CN=CC=C5. Drug 2: C(CN)CNCCSP(=O)(O)O. Cell line: SK-MEL-28. Synergy scores: CSS=-2.97, Synergy_ZIP=4.29, Synergy_Bliss=5.47, Synergy_Loewe=1.59, Synergy_HSA=-1.00. (3) Drug 1: CS(=O)(=O)OCCCCOS(=O)(=O)C. Drug 2: CC(C)CN1C=NC2=C1C3=CC=CC=C3N=C2N. Cell line: MDA-MB-435. Synergy scores: CSS=-10.5, Synergy_ZIP=8.78, Synergy_Bliss=6.24, Synergy_Loewe=-2.89, Synergy_HSA=-7.36. (4) Cell line: PC-3. Drug 1: CC(C)(C#N)C1=CC(=CC(=C1)CN2C=NC=N2)C(C)(C)C#N. Drug 2: C1CC(=O)NC(=O)C1N2C(=O)C3=CC=CC=C3C2=O. Synergy scores: CSS=-4.11, Synergy_ZIP=2.48, Synergy_Bliss=2.24, Synergy_Loewe=-5.28, Synergy_HSA=-5.00. (5) Drug 1: CCC1=C2CN3C(=CC4=C(C3=O)COC(=O)C4(CC)O)C2=NC5=C1C=C(C=C5)O. Drug 2: CC1=C(N=C(N=C1N)C(CC(=O)N)NCC(C(=O)N)N)C(=O)NC(C(C2=CN=CN2)OC3C(C(C(C(O3)CO)O)O)OC4C(C(C(C(O4)CO)O)OC(=O)N)O)C(=O)NC(C)C(C(C)C(=O)NC(C(C)O)C(=O)NCCC5=NC(=CS5)C6=NC(=CS6)C(=O)NCCC[S+](C)C)O. Cell line: K-562. Synergy scores: CSS=-1.50, Synergy_ZIP=-8.42, Synergy_Bliss=-7.17, Synergy_Loewe=-30.2, Synergy_HSA=-8.84. (6) Drug 1: COC1=C2C(=CC3=C1OC=C3)C=CC(=O)O2. Drug 2: C1CNP(=O)(OC1)N(CCCl)CCCl. Cell line: SK-MEL-5. Synergy scores: CSS=-3.56, Synergy_ZIP=3.22, Synergy_Bliss=4.99, Synergy_Loewe=-1.69, Synergy_HSA=-1.71. (7) Drug 1: CCN(CC)CCNC(=O)C1=C(NC(=C1C)C=C2C3=C(C=CC(=C3)F)NC2=O)C. Drug 2: CC(C)NC(=O)C1=CC=C(C=C1)CNNC.Cl. Cell line: 786-0. Synergy scores: CSS=5.66, Synergy_ZIP=-1.99, Synergy_Bliss=-0.516, Synergy_Loewe=2.94, Synergy_HSA=0.550. (8) Drug 1: C(=O)(N)NO. Drug 2: B(C(CC(C)C)NC(=O)C(CC1=CC=CC=C1)NC(=O)C2=NC=CN=C2)(O)O. Cell line: ACHN. Synergy scores: CSS=62.4, Synergy_ZIP=-1.28, Synergy_Bliss=-0.774, Synergy_Loewe=-9.77, Synergy_HSA=-0.461. (9) Drug 1: C1CCC(C(C1)N)N.C(=O)(C(=O)[O-])[O-].[Pt+4]. Drug 2: CC1C(C(CC(O1)OC2CC(CC3=C2C(=C4C(=C3O)C(=O)C5=CC=CC=C5C4=O)O)(C(=O)C)O)N)O. Cell line: SR. Synergy scores: CSS=36.7, Synergy_ZIP=-17.2, Synergy_Bliss=-27.0, Synergy_Loewe=-23.8, Synergy_HSA=-22.1. (10) Drug 1: C1CN(CCN1C(=O)CCBr)C(=O)CCBr. Drug 2: C(CN)CNCCSP(=O)(O)O. Cell line: SK-MEL-5. Synergy scores: CSS=36.3, Synergy_ZIP=-3.60, Synergy_Bliss=-1.79, Synergy_Loewe=-8.35, Synergy_HSA=-1.52.